From a dataset of Catalyst prediction with 721,799 reactions and 888 catalyst types from USPTO. Predict which catalyst facilitates the given reaction. (1) Reactant: [F:1][C:2]1[CH:7]=[C:6]([N:8]2[CH2:12][C@H:11]([CH2:13][OH:14])[O:10][C:9]2=[O:15])[CH:5]=[CH:4][C:3]=1[N:16]1[CH2:20][CH:19]2[CH2:21][C:22]3([CH2:27][CH:18]2[CH2:17]1)[O:26][CH2:25][CH2:24][O:23]3.C(N(CC)CC)C.[CH3:35][S:36](Cl)(=[O:38])=[O:37]. The catalyst class is: 2. Product: [F:1][C:2]1[CH:7]=[C:6]([N:8]2[CH2:12][C@H:11]([CH2:13][O:14][S:36]([CH3:35])(=[O:38])=[O:37])[O:10][C:9]2=[O:15])[CH:5]=[CH:4][C:3]=1[N:16]1[CH2:20][CH:19]2[CH2:21][C:22]3([CH2:27][CH:18]2[CH2:17]1)[O:26][CH2:25][CH2:24][O:23]3. (2) The catalyst class is: 165. Reactant: [Cl:1][C:2]1[CH:8]=[C:7]([CH3:9])[CH:6]=[C:5]([CH3:10])[C:3]=1[NH2:4].C(N(C(C)C)CC)(C)C.[Cl:20][CH2:21][CH2:22][CH2:23][CH2:24][C:25](Cl)=[O:26].CCCCCC. Product: [Cl:1][C:2]1[CH:8]=[C:7]([CH3:9])[CH:6]=[C:5]([CH3:10])[C:3]=1[NH:4][C:25](=[O:26])[CH2:24][CH2:23][CH2:22][CH2:21][Cl:20]. (3) Reactant: [CH3:1][O:2][CH2:3][C:4]1([NH:19][C:20](=[O:26])[O:21][C:22]([CH3:25])([CH3:24])[CH3:23])[CH2:9][CH2:8][N:7]([C:10]2[C:11]([N+:16]([O-])=O)=[N:12][CH:13]=[CH:14][CH:15]=2)[CH2:6][CH2:5]1. Product: [NH2:16][C:11]1[C:10]([N:7]2[CH2:8][CH2:9][C:4]([NH:19][C:20](=[O:26])[O:21][C:22]([CH3:24])([CH3:23])[CH3:25])([CH2:3][O:2][CH3:1])[CH2:5][CH2:6]2)=[CH:15][CH:14]=[CH:13][N:12]=1. The catalyst class is: 153. (4) Reactant: [C:1]([C:5]1[CH:6]=[C:7]([NH:26][S:27]([CH3:30])(=[O:29])=[O:28])[C:8]([O:24][CH3:25])=[C:9]([NH:11][C:12]([C:14]2[S:18][C:17]3[C:19]([NH2:23])=[CH:20][CH:21]=[CH:22][C:16]=3[CH:15]=2)=[O:13])[CH:10]=1)([CH3:4])([CH3:3])[CH3:2].[C:31]1([N:37]=[C:38]=[O:39])[CH:36]=[CH:35][CH:34]=[CH:33][CH:32]=1. Product: [C:1]([C:5]1[CH:6]=[C:7]([NH:26][S:27]([CH3:30])(=[O:28])=[O:29])[C:8]([O:24][CH3:25])=[C:9]([NH:11][C:12]([C:14]2[S:18][C:17]3[C:19]([NH:23][C:38]([NH:37][C:31]4[CH:36]=[CH:35][CH:34]=[CH:33][CH:32]=4)=[O:39])=[CH:20][CH:21]=[CH:22][C:16]=3[CH:15]=2)=[O:13])[CH:10]=1)([CH3:4])([CH3:2])[CH3:3]. The catalyst class is: 10.